Dataset: Reaction yield outcomes from USPTO patents with 853,638 reactions. Task: Predict the reaction yield, written as a fraction of the theoretical maximum amount of product (1.0 means a 100% yield; for example, 0.34 means a 34% yield). (1) The product is [CH3:1][O:2][C:3]1[C:4]([NH2:12])=[N:5][CH:6]=[C:7]([CH:9]([CH3:10])[CH3:11])[CH:8]=1. The reactants are [CH3:1][O:2][C:3]1[C:4]([N+:12]([O-])=O)=[N:5][CH:6]=[C:7]([C:9]([CH3:11])=[CH2:10])[CH:8]=1. The yield is 0.870. The catalyst is CCO.[Pd]. (2) The reactants are C[O:2][C:3]1[C:12]2[C:7](=[CH:8][CH:9]=[CH:10][CH:11]=2)[N:6]=[CH:5][CH:4]=1.C[Mg]Cl.Cl[C:17]([O:19][CH2:20][C:21]1[CH:26]=[CH:25][CH:24]=[CH:23][CH:22]=1)=[O:18].[CH3:27]O. The catalyst is O1CCCC1. The product is [CH2:20]([O:19][C:17]([N:6]1[C:7]2[C:12](=[CH:11][CH:10]=[CH:9][CH:8]=2)[C:3](=[O:2])[CH2:4][CH:5]1[CH3:27])=[O:18])[C:21]1[CH:26]=[CH:25][CH:24]=[CH:23][CH:22]=1. The yield is 0.980. (3) The reactants are [CH3:1][O:2][C:3]1[CH:11]=[C:7]([C:8]([OH:10])=[O:9])[C:6]([NH2:12])=[CH:5][CH:4]=1.[C:13](OC(=O)C)(=O)[CH3:14]. No catalyst specified. The product is [CH3:13][C:14]1[O:9][C:8](=[O:10])[C:7]2[CH:11]=[C:3]([O:2][CH3:1])[CH:4]=[CH:5][C:6]=2[N:12]=1. The yield is 0.710. (4) The reactants are C([O:3][C:4]([C:6]1[N:10]([CH2:11][C:12]2[CH:17]=[CH:16][C:15]([C:18]([F:21])([F:20])[F:19])=[CH:14][C:13]=2[Cl:22])[N:9]=[C:8]([C:23]([CH3:26])([CH3:25])[CH3:24])[CH:7]=1)=O)C.[H-].C([Al+]CC(C)C)C(C)C.O.O.O.O.O.O.O.O.O.O.[O-]S([O-])(=O)=O.[Na+].[Na+]. The catalyst is O1CCCC1.C1(C)C=CC=CC=1. The product is [C:23]([C:8]1[CH:7]=[C:6]([CH2:4][OH:3])[N:10]([CH2:11][C:12]2[CH:17]=[CH:16][C:15]([C:18]([F:21])([F:20])[F:19])=[CH:14][C:13]=2[Cl:22])[N:9]=1)([CH3:26])([CH3:24])[CH3:25]. The yield is 0.230. (5) The reactants are [Br:1][C:2]1[CH:3]=[C:4]2[C:9](=[C:10]([N+:13]([O-:15])=[O:14])[C:11]=1[CH3:12])[N:8]=[CH:7][N:6]=[C:5]2Cl.[NH2:17][C:18]1[CH:25]=[CH:24][C:21]([C:22]#[N:23])=[CH:20][CH:19]=1.CC(O)C. The catalyst is C1(C)C=CC=CC=1. The product is [Br:1][C:2]1[CH:3]=[C:4]2[C:9](=[C:10]([N+:13]([O-:15])=[O:14])[C:11]=1[CH3:12])[N:8]=[CH:7][N:6]=[C:5]2[NH:17][C:18]1[CH:25]=[CH:24][C:21]([C:22]#[N:23])=[CH:20][CH:19]=1. The yield is 0.720. (6) The reactants are Cl.[C:2]1([CH3:10])[CH:7]=[CH:6][CH:5]=[CH:4][C:3]=1[NH:8][NH2:9].C(Cl)(Cl)(Cl)Cl.C(N(CC)CC)C.C(O[C:26](=[N:30][C:31](=O)[C:32]1[CH:37]=[CH:36][CH:35]=[CH:34][CH:33]=1)[CH2:27][CH2:28][CH3:29])C. The catalyst is O. The product is [CH3:10][C:2]1[CH:7]=[CH:6][CH:5]=[CH:4][C:3]=1[N:8]1[C:31]([C:32]2[CH:37]=[CH:36][CH:35]=[CH:34][CH:33]=2)=[N:30][C:26]([CH2:27][CH2:28][CH3:29])=[N:9]1. The yield is 0.740.